Dataset: Peptide-MHC class II binding affinity with 134,281 pairs from IEDB. Task: Regression. Given a peptide amino acid sequence and an MHC pseudo amino acid sequence, predict their binding affinity value. This is MHC class II binding data. The peptide sequence is EPIAAYHFDLSGIAF. The MHC is DRB3_0202 with pseudo-sequence DRB3_0202. The binding affinity (normalized) is 0.340.